From a dataset of Full USPTO retrosynthesis dataset with 1.9M reactions from patents (1976-2016). Predict the reactants needed to synthesize the given product. (1) Given the product [OH:12][C@@H:11]1[C@@H:10]([CH2:9][OH:8])[O:16][CH2:15][C@H:14]([N:17]2[CH:22]=[CH:21][C:20](=[O:23])[NH:19][C:18]2=[O:24])[CH2:13]1, predict the reactants needed to synthesize it. The reactants are: C1(C2[O:12][C@H:11]3[CH2:13][C@@H:14]([N:17]4[CH:22]=[CH:21][C:20](=[O:23])[NH:19][C:18]4=[O:24])[CH2:15][O:16][C@@H:10]3[CH2:9][O:8]2)C=CC=CC=1.Cl. (2) Given the product [C:22]([O:25][C:26]([N:13]1[CH2:12][CH2:11][C:8]2[NH:9][C:10]3[C:2]([C:36]#[N:37])=[CH:3][CH:4]=[CH:5][C:6]=3[C:7]=2[CH2:14]1)=[O:28])([CH3:24])([CH3:23])[CH3:21], predict the reactants needed to synthesize it. The reactants are: I[C:2]1[C:10]2[NH:9][C:8]3[CH2:11][CH2:12][NH:13][CH2:14][C:7]=3[C:6]=2[CH:5]=[CH:4][CH:3]=1.C([O-])([O-])=O.[K+].[K+].[CH3:21][C:22]([O:25][C:26]([O:28]C(OC(C)(C)C)=O)=O)([CH3:24])[CH3:23].[CH3:36][N:37](C)C(=O)C. (3) Given the product [C:27]1([N:33]2[CH:9]=[C:10]3[CH2:1][N:2]([CH2:11][CH2:12][CH2:13][CH2:14][O:15][C:16]4[N:25]=[C:24]5[C:19]([CH:20]=[CH:21][C:22](=[O:26])[NH:23]5)=[CH:18][CH:17]=4)[CH2:3][CH2:4][C:5]3=[N:34]2)[CH:32]=[CH:31][CH:30]=[CH:29][CH:28]=1, predict the reactants needed to synthesize it. The reactants are: [CH2:1]1[C:10]2[C:5](=CC=C[CH:9]=2)[CH2:4][CH2:3][N:2]1[CH2:11][CH2:12][CH2:13][CH2:14][O:15][C:16]1[N:25]=[C:24]2[C:19]([CH:20]=[CH:21][C:22](=[O:26])[NH:23]2)=[CH:18][CH:17]=1.[C:27]1([N:33]2C=C3CNCCC3=[N:34]2)[CH:32]=[CH:31][CH:30]=[CH:29][CH:28]=1. (4) Given the product [Cl:1][C:2]1[C:6]([Cl:7])=[C:5]([CH3:8])[NH:4][C:3]=1[C:9]([NH:11][CH:12]1[CH2:17][CH2:16][N:15]([C:18]2[S:19][C:20]([C:23]3[NH:27][N:26]=[N:25][N:24]=3)=[CH:21][N:22]=2)[CH2:14][CH2:13]1)=[O:10], predict the reactants needed to synthesize it. The reactants are: [Cl:1][C:2]1[C:6]([Cl:7])=[C:5]([CH3:8])[NH:4][C:3]=1[C:9]([NH:11][CH:12]1[CH2:17][CH2:16][N:15]([C:18]2[S:19][C:20]([C:23]#[N:24])=[CH:21][N:22]=2)[CH2:14][CH2:13]1)=[O:10].[N-:25]=[N+:26]=[N-:27].[Na+].[Cl-].[NH4+].